From a dataset of Forward reaction prediction with 1.9M reactions from USPTO patents (1976-2016). Predict the product of the given reaction. Given the reactants [CH2:1]([O:3][C:4](=[CH2:8])[C:5]([OH:7])=[O:6])[CH3:2].Br[CH2:10][C:11]1[CH:16]=[CH:15][CH:14]=[CH:13][CH:12]=1.C(=O)([O-])[O-].[K+].[K+], predict the reaction product. The product is: [CH2:1]([O:3][C:4](=[CH2:8])[C:5]([O:7][CH2:10][C:11]1[CH:16]=[CH:15][CH:14]=[CH:13][CH:12]=1)=[O:6])[CH3:2].